From a dataset of Catalyst prediction with 721,799 reactions and 888 catalyst types from USPTO. Predict which catalyst facilitates the given reaction. (1) Reactant: CC1(C)C(C)(C)OB([C:9]2[CH2:10][CH2:11][N:12]([C:15]([O:17][C:18]([CH3:21])([CH3:20])[CH3:19])=[O:16])[CH2:13][CH:14]=2)O1.C([O-])([O-])=O.[K+].[K+].Br[C:30]1[CH:31]=[C:32]([NH:37][C:38](=[O:42])[CH:39]([CH3:41])[CH3:40])[CH:33]=[CH:34][C:35]=1[CH3:36]. Product: [C:38]([NH:37][C:32]1[CH:33]=[CH:34][C:35]([CH3:36])=[C:30]([C:9]2[CH2:10][CH2:11][N:12]([C:15]([O:17][C:18]([CH3:19])([CH3:20])[CH3:21])=[O:16])[CH2:13][CH:14]=2)[CH:31]=1)(=[O:42])[CH:39]([CH3:41])[CH3:40]. The catalyst class is: 3. (2) Reactant: [N+]([N:4]1[CH:8]=[C:7]([N+:9]([O-:11])=[O:10])[N:6]=[CH:5]1)([O-])=O.C(=O)([O-])O.[Na+].[CH3:17][C:18]1[CH:23]=[CH:22][CH:21]=[C:20]([C:24]#[C:25][CH:26]=[C:27]2[CH2:32][CH2:31][NH:30][CH2:29][CH2:28]2)[N:19]=1. Product: [CH3:17][C:18]1[CH:23]=[CH:22][CH:21]=[C:20]([C:24]#[C:25][CH:26]=[C:27]2[CH2:28][CH2:29][N:30]([C:8]3[NH:4][CH:5]=[N:6][C:7]=3[N+:9]([O-:11])=[O:10])[CH2:31][CH2:32]2)[N:19]=1. The catalyst class is: 283. (3) Reactant: Br[C:2]1[CH:3]=[C:4]([C@@H:9]2[C@@H:14]([C:15]3[CH:20]=[CH:19][C:18]([Cl:21])=[CH:17][CH:16]=3)[N:13]([CH2:22][CH:23]3[CH2:25][CH2:24]3)[C:12](=[O:26])[C@@H:11]([CH2:27][C:28]([O:30]C(C)(C)C)=[O:29])[O:10]2)[CH:5]=[C:6]([Cl:8])[CH:7]=1.ClC1C=C([C@@H]2[C@@H](C3C=CC(Cl)=CC=3)N(CC3CC3)C(=O)[C@@H](CC(O)=O)O2)C=C(C2C=NNC=2)C=1.[CH3:69][S:70]([OH:72])=[O:71].[Na].CNCCNC. Product: [Cl:8][C:6]1[CH:5]=[C:4]([C@@H:9]2[C@@H:14]([C:15]3[CH:20]=[CH:19][C:18]([Cl:21])=[CH:17][CH:16]=3)[N:13]([CH2:22][CH:23]3[CH2:25][CH2:24]3)[C:12](=[O:26])[C@@H:11]([CH2:27][C:28]([OH:30])=[O:29])[O:10]2)[CH:3]=[C:2]([S:70]([CH3:69])(=[O:72])=[O:71])[CH:7]=1. The catalyst class is: 122. (4) Reactant: Cl.[NH:2]1[CH2:7][CH2:6][CH:5]([NH:8][C:9]([C:11]2[C:15]([NH:16][C:17](=[O:26])[C:18]3[C:23]([Cl:24])=[CH:22][CH:21]=[CH:20][C:19]=3[Cl:25])=[CH:14][NH:13][N:12]=2)=[O:10])[CH2:4][CH2:3]1.C(N(CC)CC)C.Cl[CH2:35][CH2:36][S:37](Cl)(=[O:39])=[O:38]. Product: [CH:36]([S:37]([N:2]1[CH2:7][CH2:6][CH:5]([NH:8][C:9]([C:11]2[C:15]([NH:16][C:17](=[O:26])[C:18]3[C:23]([Cl:24])=[CH:22][CH:21]=[CH:20][C:19]=3[Cl:25])=[CH:14][NH:13][N:12]=2)=[O:10])[CH2:4][CH2:3]1)(=[O:39])=[O:38])=[CH2:35]. The catalyst class is: 31. (5) Reactant: [CH:1]1([C:5]2[O:9][N:8]=[C:7]([C:10]3[C:15]([Cl:16])=[CH:14][N:13]=[CH:12][C:11]=3[Cl:17])[C:6]=2[C:18]([O:20]CC)=[O:19])[CH2:4][CH2:3][CH2:2]1.O1CCCC1.[OH-].[Na+].Cl. Product: [CH:1]1([C:5]2[O:9][N:8]=[C:7]([C:10]3[C:11]([Cl:17])=[CH:12][N:13]=[CH:14][C:15]=3[Cl:16])[C:6]=2[C:18]([OH:20])=[O:19])[CH2:2][CH2:3][CH2:4]1. The catalyst class is: 5. (6) Reactant: [F:1][C:2]1[CH:14]=[CH:13][C:5]([C:6]([C:8]2[S:9][CH:10]=[CH:11][CH:12]=2)=[O:7])=[CH:4][CH:3]=1. Product: [F:1][C:2]1[CH:14]=[CH:13][C:5]([CH:6]([C:8]2[S:9][CH:10]=[CH:11][CH:12]=2)[OH:7])=[CH:4][CH:3]=1. The catalyst class is: 332. (7) Reactant: [CH:1]1([C:4]([NH:6][C:7]2[NH:11][C:10]3[CH:12]=[CH:13][C:14]([O:16][S:17]([C:20]4[CH:25]=[CH:24][C:23](F)=[CH:22][CH:21]=4)(=[O:19])=[O:18])=[CH:15][C:9]=3[N:8]=2)=[O:5])[CH2:3][CH2:2]1.[NH2:27][CH2:28][CH:29]1[CH2:33][CH2:32][CH2:31][N:30]1[CH2:34][CH3:35].C(=O)([O-])[O-].[Cs+].[Cs+]. Product: [CH:1]1([C:4]([NH:6][C:7]2[NH:11][C:10]3[CH:12]=[CH:13][C:14]([O:16][S:17]([C:20]4[CH:25]=[CH:24][C:23]([NH:27][CH2:28][CH:29]5[CH2:33][CH2:32][CH2:31][N:30]5[CH2:34][CH3:35])=[CH:22][CH:21]=4)(=[O:19])=[O:18])=[CH:15][C:9]=3[N:8]=2)=[O:5])[CH2:3][CH2:2]1. The catalyst class is: 16.